From a dataset of NCI-60 drug combinations with 297,098 pairs across 59 cell lines. Regression. Given two drug SMILES strings and cell line genomic features, predict the synergy score measuring deviation from expected non-interaction effect. (1) Drug 1: CC1C(C(=O)NC(C(=O)N2CCCC2C(=O)N(CC(=O)N(C(C(=O)O1)C(C)C)C)C)C(C)C)NC(=O)C3=C4C(=C(C=C3)C)OC5=C(C(=O)C(=C(C5=N4)C(=O)NC6C(OC(=O)C(N(C(=O)CN(C(=O)C7CCCN7C(=O)C(NC6=O)C(C)C)C)C)C(C)C)C)N)C. Drug 2: CC1=C(N=C(N=C1N)C(CC(=O)N)NCC(C(=O)N)N)C(=O)NC(C(C2=CN=CN2)OC3C(C(C(C(O3)CO)O)O)OC4C(C(C(C(O4)CO)O)OC(=O)N)O)C(=O)NC(C)C(C(C)C(=O)NC(C(C)O)C(=O)NCCC5=NC(=CS5)C6=NC(=CS6)C(=O)NCCC[S+](C)C)O. Cell line: HOP-92. Synergy scores: CSS=20.8, Synergy_ZIP=-9.35, Synergy_Bliss=-0.889, Synergy_Loewe=-4.92, Synergy_HSA=-1.00. (2) Drug 1: CS(=O)(=O)CCNCC1=CC=C(O1)C2=CC3=C(C=C2)N=CN=C3NC4=CC(=C(C=C4)OCC5=CC(=CC=C5)F)Cl. Drug 2: CC1C(C(CC(O1)OC2CC(CC3=C2C(=C4C(=C3O)C(=O)C5=C(C4=O)C(=CC=C5)OC)O)(C(=O)CO)O)N)O.Cl. Cell line: HT29. Synergy scores: CSS=24.5, Synergy_ZIP=-1.26, Synergy_Bliss=1.19, Synergy_Loewe=-11.0, Synergy_HSA=0.754. (3) Drug 1: CC12CCC(CC1=CCC3C2CCC4(C3CC=C4C5=CN=CC=C5)C)O. Drug 2: CC=C1C(=O)NC(C(=O)OC2CC(=O)NC(C(=O)NC(CSSCCC=C2)C(=O)N1)C(C)C)C(C)C. Cell line: KM12. Synergy scores: CSS=63.7, Synergy_ZIP=-7.05, Synergy_Bliss=-4.85, Synergy_Loewe=-23.1, Synergy_HSA=-3.84. (4) Drug 1: C1=CC(=CC=C1CCC2=CNC3=C2C(=O)NC(=N3)N)C(=O)NC(CCC(=O)O)C(=O)O. Drug 2: CC1=C(C(=CC=C1)Cl)NC(=O)C2=CN=C(S2)NC3=CC(=NC(=N3)C)N4CCN(CC4)CCO. Cell line: DU-145. Synergy scores: CSS=11.1, Synergy_ZIP=-4.97, Synergy_Bliss=-1.62, Synergy_Loewe=-0.318, Synergy_HSA=0.528. (5) Drug 1: CS(=O)(=O)CCNCC1=CC=C(O1)C2=CC3=C(C=C2)N=CN=C3NC4=CC(=C(C=C4)OCC5=CC(=CC=C5)F)Cl. Drug 2: C1CNP(=O)(OC1)N(CCCl)CCCl. Cell line: TK-10. Synergy scores: CSS=19.4, Synergy_ZIP=-3.62, Synergy_Bliss=0.781, Synergy_Loewe=-21.0, Synergy_HSA=0.782. (6) Synergy scores: CSS=6.00, Synergy_ZIP=-1.27, Synergy_Bliss=0.428, Synergy_Loewe=-0.979, Synergy_HSA=0.476. Drug 2: C1=CC=C(C(=C1)C(C2=CC=C(C=C2)Cl)C(Cl)Cl)Cl. Cell line: OVCAR-4. Drug 1: CNC(=O)C1=CC=CC=C1SC2=CC3=C(C=C2)C(=NN3)C=CC4=CC=CC=N4. (7) Drug 1: CC1CCC2CC(C(=CC=CC=CC(CC(C(=O)C(C(C(=CC(C(=O)CC(OC(=O)C3CCCCN3C(=O)C(=O)C1(O2)O)C(C)CC4CCC(C(C4)OC)O)C)C)O)OC)C)C)C)OC. Drug 2: C1CC(=O)NC(=O)C1N2C(=O)C3=CC=CC=C3C2=O. Cell line: RPMI-8226. Synergy scores: CSS=21.8, Synergy_ZIP=0.905, Synergy_Bliss=4.24, Synergy_Loewe=-33.7, Synergy_HSA=-1.36. (8) Drug 1: CCCS(=O)(=O)NC1=C(C(=C(C=C1)F)C(=O)C2=CNC3=C2C=C(C=N3)C4=CC=C(C=C4)Cl)F. Drug 2: C#CCC(CC1=CN=C2C(=N1)C(=NC(=N2)N)N)C3=CC=C(C=C3)C(=O)NC(CCC(=O)O)C(=O)O. Cell line: UACC-257. Synergy scores: CSS=47.7, Synergy_ZIP=6.13, Synergy_Bliss=5.83, Synergy_Loewe=5.75, Synergy_HSA=5.69.